This data is from Forward reaction prediction with 1.9M reactions from USPTO patents (1976-2016). The task is: Predict the product of the given reaction. (1) Given the reactants [N:1]1[CH:6]=[CH:5]C=[CH:3][C:2]=1[C:7]([OH:9])=[O:8].S(Cl)(Cl)=O.[CH3:14]O.[CH:16]([Cl:19])(Cl)Cl, predict the reaction product. The product is: [Cl:19][C:16]1[CH:5]=[CH:6][N:1]=[C:2]([C:7]([O:9][CH3:14])=[O:8])[CH:3]=1. (2) The product is: [CH3:1][O:2][C:3]1[CH:4]=[CH:5][C:6]2[NH:12][C:11](=[O:13])[N:10]([CH:14]3[CH2:19][CH2:18][N:17]([C:22]4[CH:23]=[C:24]([C:28]([C:30]5[CH:40]=[C:39]([CH2:53][N:49]6[CH:50]=[CH:52][CH:56]=[N:57]6)[C:33]6[N:34]([CH3:38])[C:35](=[O:37])[O:36][C:32]=6[CH:31]=5)=[O:29])[N:25]=[CH:26][N:27]=4)[CH2:16][CH2:15]3)[CH2:9][CH2:8][C:7]=2[CH:20]=1. Given the reactants [CH3:1][O:2][C:3]1[CH:4]=[CH:5][C:6]2[NH:12][C:11](=[O:13])[N:10]([CH:14]3[CH2:19][CH2:18][NH:17][CH2:16][CH2:15]3)[CH2:9][CH2:8][C:7]=2[CH:20]=1.Cl[C:22]1[N:27]=[CH:26][N:25]=[C:24]([C:28]([C:30]2[C:40](C)=[C:39](N3C=CC=N3)[C:33]3[N:34]([CH3:38])[C:35](=[O:37])[O:36][C:32]=3[CH:31]=2)=[O:29])[CH:23]=1.CC[N:49]([CH:53](C)C)[CH:50]([CH3:52])C.[CH3:56][N:57](C=O)C, predict the reaction product. (3) Given the reactants C(N(CC)CC)C.[NH2:8][C:9]1[CH:14]=[CH:13][C:12]([O:15][CH3:16])=[CH:11][C:10]=1[S:17]([NH2:20])(=[O:19])=[O:18].[Cl:21][CH2:22][CH2:23][CH2:24][C:25](Cl)=[O:26], predict the reaction product. The product is: [NH2:20][S:17]([C:10]1[CH:11]=[C:12]([O:15][CH3:16])[CH:13]=[CH:14][C:9]=1[NH:8][C:25](=[O:26])[CH2:24][CH2:23][CH2:22][Cl:21])(=[O:18])=[O:19]. (4) Given the reactants [O:1]1[CH:5]=[CH:4][CH:3]=[C:2]1[C:6]1[N:10]([C:11]2[CH:19]=[CH:18][CH:17]=[CH:16][C:12]=2[C:13]([NH2:15])=O)[N:9]=[C:8]([C:20]([F:23])([F:22])[F:21])[CH:7]=1.C(N(CC)CC)C.ClC(Cl)(Cl)C(Cl)=O, predict the reaction product. The product is: [O:1]1[CH:5]=[CH:4][CH:3]=[C:2]1[C:6]1[N:10]([C:11]2[CH:19]=[CH:18][CH:17]=[CH:16][C:12]=2[C:13]#[N:15])[N:9]=[C:8]([C:20]([F:22])([F:21])[F:23])[CH:7]=1. (5) Given the reactants [F:1][C:2]1[C:7]([F:8])=[CH:6][C:5]([C:9]2[CH:14]=[CH:13][C:12]([O:15][CH2:16][C:17]3[CH:25]=[C:24]4[C:20]([CH:21]=[N:22][NH:23]4)=[CH:19][CH:18]=3)=[CH:11][CH:10]=2)=[C:4]([O:26][CH3:27])[CH:3]=1.Br[CH2:29][C:30]([O:32][CH2:33][CH3:34])=[O:31].C(=O)([O-])[O-].[Cs+].[Cs+].CCOC(C)=O, predict the reaction product. The product is: [CH2:33]([O:32][C:30](=[O:31])[CH2:29][N:23]1[C:24]2[C:20](=[CH:19][CH:18]=[C:17]([CH2:16][O:15][C:12]3[CH:11]=[CH:10][C:9]([C:5]4[CH:6]=[C:7]([F:8])[C:2]([F:1])=[CH:3][C:4]=4[O:26][CH3:27])=[CH:14][CH:13]=3)[CH:25]=2)[CH:21]=[N:22]1)[CH3:34]. (6) Given the reactants [NH2:1][C:2]1[CH:3]=[C:4]([CH:8]=[CH:9][C:10]=1[O:11][C:12]([F:15])([F:14])[F:13])[C:5]([OH:7])=O.[Cl:16][C:17]1[N:22]=[CH:21][C:20]([NH2:23])=[CH:19][CH:18]=1.C(N(C(C)C)CC)(C)C, predict the reaction product. The product is: [NH2:1][C:2]1[CH:3]=[C:4]([CH:8]=[CH:9][C:10]=1[O:11][C:12]([F:15])([F:14])[F:13])[C:5]([NH:23][C:20]1[CH:21]=[N:22][C:17]([Cl:16])=[CH:18][CH:19]=1)=[O:7]. (7) The product is: [OH:21][CH2:20][C:19]([N:12]1[C:13]2[CH:18]=[CH:17][N:16]=[CH:15][C:14]=2[C:10]([C:8]([C:4]2[CH:3]=[C:2]([NH:1][C:40](=[O:42])[CH2:39][C:35]3[CH:36]=[CH:37][CH:38]=[C:33]([C:32]([F:31])([F:44])[F:43])[CH:34]=3)[CH:7]=[CH:6][N:5]=2)=[O:9])=[CH:11]1)([CH3:30])[CH3:29]. Given the reactants [NH2:1][C:2]1[CH:7]=[CH:6][N:5]=[C:4]([C:8]([C:10]2[C:14]3[CH:15]=[N:16][CH:17]=[CH:18][C:13]=3[N:12]([C:19]([CH3:30])([CH3:29])[CH2:20][O:21][Si](C(C)(C)C)(C)C)[CH:11]=2)=[O:9])[CH:3]=1.[F:31][C:32]([F:44])([F:43])[C:33]1[CH:34]=[C:35]([CH2:39][C:40]([OH:42])=O)[CH:36]=[CH:37][CH:38]=1, predict the reaction product. (8) Given the reactants [CH3:1][C:2](=O)[C:3](=O)[CH3:4].S(S([O-])=O)([O-])(=O)=O.[Na+].[Na+].[NH2:16][C:17]1[C:27]([NH2:28])=[CH:26][CH:25]=[CH:24][C:18]=1[C:19]([O:21][CH2:22][CH3:23])=[O:20].C([O-])([O-])=O.[K+].[K+], predict the reaction product. The product is: [CH3:1][C:2]1[C:3]([CH3:4])=[N:16][C:17]2[C:18]([C:19]([O:21][CH2:22][CH3:23])=[O:20])=[CH:24][CH:25]=[CH:26][C:27]=2[N:28]=1. (9) The product is: [C:32]([NH:2][CH:3]([C:12]1[CH:13]=[CH:14][N:15]=[CH:16][CH:17]=1)[C:4]([C:6]1[CH:7]=[CH:8][CH:9]=[C:10]([O:22][CH3:20])[CH:11]=1)=[O:5])(=[O:27])[CH3:33]. Given the reactants Cl.[NH2:2][CH:3]([C:12]1[CH:17]=[CH:16][N:15]=[CH:14][C:13]=1OC)[C:4]([C:6]1[CH:11]=[CH:10][CH:9]=[CH:8][CH:7]=1)=[O:5].[C:20](OC(=O)C)(=[O:22])C.[OH2:27].N1[CH:33]=[CH:32]C=CC=1, predict the reaction product. (10) Given the reactants O.[ClH:2].[CH2:3]([O:5][C:6]1[CH:7]=[C:8]2[C:13](=[C:14]3[CH2:18][C:17]([CH3:20])([CH3:19])[O:16][C:15]=13)[C:12]([C:21]1[CH:26]=[CH:25][C:24]([C:27]([CH3:32])([CH3:31])[C:28]([OH:30])=O)=[CH:23][CH:22]=1)=[N:11][C:10]([CH3:34])([CH3:33])[CH2:9]2)[CH3:4].Cl.CN.O.O[N:40]1[C:44]2C=CC=CC=2N=N1.Cl.C(N=C=NCCCN(C)C)C.C(=O)([O-])O.[Na+], predict the reaction product. The product is: [ClH:2].[CH2:3]([O:5][C:6]1[CH:7]=[C:8]2[C:13](=[C:14]3[CH2:18][C:17]([CH3:19])([CH3:20])[O:16][C:15]=13)[C:12]([C:21]1[CH:22]=[CH:23][C:24]([C:27]([CH3:31])([CH3:32])[C:28]([NH:40][CH3:44])=[O:30])=[CH:25][CH:26]=1)=[N:11][C:10]([CH3:33])([CH3:34])[CH2:9]2)[CH3:4].